Task: Regression. Given a peptide amino acid sequence and an MHC pseudo amino acid sequence, predict their binding affinity value. This is MHC class II binding data.. Dataset: Peptide-MHC class II binding affinity with 134,281 pairs from IEDB (1) The peptide sequence is GGACGYKDVDKPPFS. The MHC is DRB1_0701 with pseudo-sequence DRB1_0701. The binding affinity (normalized) is 0.0952. (2) The peptide sequence is TLVSAVAANELGMLED. The MHC is HLA-DQA10501-DQB10302 with pseudo-sequence HLA-DQA10501-DQB10302. The binding affinity (normalized) is 0.589. (3) The peptide sequence is YHFDLSGIAFGSMAK. The MHC is DRB1_1501 with pseudo-sequence DRB1_1501. The binding affinity (normalized) is 0.327. (4) The peptide sequence is AFKVAATAANAPPAN. The MHC is DRB1_0701 with pseudo-sequence DRB1_0701. The binding affinity (normalized) is 0.723. (5) The peptide sequence is RRMWASAQNISGAGW. The MHC is DRB4_0101 with pseudo-sequence DRB4_0103. The binding affinity (normalized) is 0.368. (6) The peptide sequence is AFKVIATAANAAPAN. The MHC is HLA-DPA10201-DPB11401 with pseudo-sequence HLA-DPA10201-DPB11401. The binding affinity (normalized) is 0.692. (7) The MHC is DRB1_0405 with pseudo-sequence DRB1_0405. The peptide sequence is AAQFPFNASDSVGQQ. The binding affinity (normalized) is 0.439.